This data is from Peptide-MHC class II binding affinity with 134,281 pairs from IEDB. The task is: Regression. Given a peptide amino acid sequence and an MHC pseudo amino acid sequence, predict their binding affinity value. This is MHC class II binding data. (1) The peptide sequence is IKRIHEYKRQLMNIL. The MHC is HLA-DQA10401-DQB10402 with pseudo-sequence HLA-DQA10401-DQB10402. The binding affinity (normalized) is 0.0928. (2) The peptide sequence is CGDGIFIFRDSDDWL. The MHC is DRB1_0404 with pseudo-sequence DRB1_0404. The binding affinity (normalized) is 0.489. (3) The peptide sequence is TFHVEKGSNPNYLAL. The MHC is DRB1_1201 with pseudo-sequence DRB1_1201. The binding affinity (normalized) is 0.114. (4) The peptide sequence is RTKYTATISGLKPGV. The MHC is DRB1_1302 with pseudo-sequence DRB1_1302. The binding affinity (normalized) is 0.341. (5) The peptide sequence is TQCMNIMESIPANTI. The MHC is DRB1_0404 with pseudo-sequence DRB1_0404. The binding affinity (normalized) is 0.537. (6) The peptide sequence is LTVMDRYSVDADLQL. The MHC is HLA-DQA10501-DQB10402 with pseudo-sequence HLA-DQA10501-DQB10402. The binding affinity (normalized) is 0.285. (7) The peptide sequence is ALRIIAGTPEVHAVK. The MHC is HLA-DQA10101-DQB10501 with pseudo-sequence HLA-DQA10101-DQB10501. The binding affinity (normalized) is 0.165.